Dataset: Forward reaction prediction with 1.9M reactions from USPTO patents (1976-2016). Task: Predict the product of the given reaction. Given the reactants Br[C:2]1[CH:7]=[CH:6][N:5]=[C:4]2[N:8]([CH2:11][CH2:12][CH2:13][C:14]([O:16][CH2:17][CH3:18])=[O:15])[CH:9]=[CH:10][C:3]=12.[Cu][C:20]#[N:21], predict the reaction product. The product is: [C:20]([C:2]1[CH:7]=[CH:6][N:5]=[C:4]2[N:8]([CH2:11][CH2:12][CH2:13][C:14]([O:16][CH2:17][CH3:18])=[O:15])[CH:9]=[CH:10][C:3]=12)#[N:21].